The task is: Regression/Classification. Given a drug SMILES string, predict its toxicity properties. Task type varies by dataset: regression for continuous values (e.g., LD50, hERG inhibition percentage) or binary classification for toxic/non-toxic outcomes (e.g., AMES mutagenicity, cardiotoxicity, hepatotoxicity). Dataset: skin_reaction.. This data is from Skin sensitization/reaction prediction data. (1) The compound is COc1cc(C)c2c(Cl)c(OC)cc([N+](=O)[O-])c2n1. The result is 1 (causes skin reaction). (2) The drug is CC(C)CCCCCC(=O)Cl. The result is 1 (causes skin reaction). (3) The molecule is Cc1ccc(N)cc1O. The result is 1 (causes skin reaction). (4) The drug is C=CCCCCCCCCC(=O)O. The result is 1 (causes skin reaction). (5) The drug is CC(O)CO. The result is 0 (no skin reaction).